Dataset: Peptide-MHC class II binding affinity with 134,281 pairs from IEDB. Task: Regression. Given a peptide amino acid sequence and an MHC pseudo amino acid sequence, predict their binding affinity value. This is MHC class II binding data. (1) The peptide sequence is GAEVHIGNGGPCLFM. The MHC is HLA-DPA10201-DPB10501 with pseudo-sequence HLA-DPA10201-DPB10501. The binding affinity (normalized) is 0. (2) The peptide sequence is LKSDLLRAGITLVPV. The MHC is DRB1_1501 with pseudo-sequence DRB1_1501. The binding affinity (normalized) is 0.557.